The task is: Predict the reaction yield, written as a fraction of the theoretical maximum amount of product (1.0 means a 100% yield; for example, 0.34 means a 34% yield).. This data is from Reaction yield outcomes from USPTO patents with 853,638 reactions. (1) The reactants are [CH3:1][O:2][C:3](=[O:17])[CH:4]([NH:7][C:8](=[O:16])[C:9]1[CH:14]=[CH:13][CH:12]=[C:11]([Cl:15])[CH:10]=1)[CH2:5]O.BrC(Cl)(Cl)Cl.C1CCN2C(=NCCC2)CC1. The catalyst is C(Cl)Cl. The product is [CH3:1][O:2][C:3]([C:4]1[N:7]=[C:8]([C:9]2[CH:14]=[CH:13][CH:12]=[C:11]([Cl:15])[CH:10]=2)[O:16][CH:5]=1)=[O:17]. The yield is 0.590. (2) The reactants are [Cl:1][C:2]1[N:6]=[CH:5][NH:4][N:3]=1.Cl[C:8]1[CH:13]=[CH:12][C:11]([N+:14]([O-:16])=[O:15])=[CH:10][C:9]=1[O:17]C.[OH-].[K+].CS(C)=O. The catalyst is O. The product is [Cl:1][C:2]1[N:6]=[CH:5][N:4]([C:8]2[CH:13]=[CH:12][C:11]([N+:14]([O-:16])=[O:15])=[CH:10][C:9]=2[OH:17])[N:3]=1. The yield is 0.144. (3) The reactants are C[O:2][C:3](=[O:37])[CH2:4][CH2:5][CH:6]1[CH:13]2[CH:9]([O:10][CH:11]([CH:14]=[CH:15][C:16]3[CH:21]=[CH:20][CH:19]=[CH:18][CH:17]=3)[O:12]2)[CH:8]([N:22]2[CH:30]=[N:29][C:28]3[C:23]2=[N:24][CH:25]=[N:26][C:27]=3[NH:31][C:32]([NH:34][CH2:35][CH3:36])=[O:33])[O:7]1.O.[OH-].[Li+].C(O)(=O)C. The catalyst is O1CCCC1. The product is [CH2:35]([NH:34][C:32](=[O:33])[NH:31][C:27]1[N:26]=[CH:25][N:24]=[C:23]2[C:28]=1[N:29]=[CH:30][N:22]2[CH:8]1[CH:9]2[O:10][CH:11]([CH:14]=[CH:15][C:16]3[CH:21]=[CH:20][CH:19]=[CH:18][CH:17]=3)[O:12][CH:13]2[CH:6]([CH2:5][CH2:4][C:3]([OH:37])=[O:2])[O:7]1)[CH3:36]. The yield is 0.800. (4) The reactants are [H-].[Na+].[O:3]1[C:7]2[CH:8]=[CH:9][CH:10]=[CH:11][C:6]=2[N:5]=[C:4]1[NH:12][C:13](=[O:21])[CH2:14][C:15]1[CH:20]=[CH:19][N:18]=[CH:17][CH:16]=1.[F:22][C:23]1[CH:30]=[CH:29][C:26]([CH2:27]Br)=[CH:25][CH:24]=1. The catalyst is CN(C=O)C. The product is [O:3]1[C:7]2[CH:8]=[CH:9][CH:10]=[CH:11][C:6]=2[N:5]=[C:4]1[NH:12][C:13](=[O:21])[CH:14]([C:15]1[CH:20]=[CH:19][N:18]=[CH:17][CH:16]=1)[CH2:27][C:26]1[CH:29]=[CH:30][C:23]([F:22])=[CH:24][CH:25]=1. The yield is 0.290.